From a dataset of Reaction yield outcomes from USPTO patents with 853,638 reactions. Predict the reaction yield, written as a fraction of the theoretical maximum amount of product (1.0 means a 100% yield; for example, 0.34 means a 34% yield). (1) The reactants are [NH2:1][C:2]1[N:7]=[C:6](Cl)[C:5]([NH2:9])=[C:4]([Cl:10])[N:3]=1.[CH3:11][O:12][C@H:13]1[CH2:18][CH2:17][C@H:16]([NH2:19])[CH2:15][CH2:14]1.C(=O)(O)[O-].[Na+]. The catalyst is C(O)CCC. The product is [Cl:10][C:4]1[N:3]=[C:2]([NH2:1])[N:7]=[C:6]([NH:19][C@H:16]2[CH2:17][CH2:18][C@H:13]([O:12][CH3:11])[CH2:14][CH2:15]2)[C:5]=1[NH2:9]. The yield is 0.690. (2) The reactants are Br[C:2]1[CH:9]=[CH:8][C:5]([C:6]#[N:7])=[C:4]([F:10])[C:3]=1[CH3:11].C(OC)(=O)[CH2:13][C:14]([O:16][CH3:17])=[O:15].C(=O)([O-])[O-].[K+].[K+].C(=O)([O-])O.[K+]. The catalyst is CCOC(C)=O.F[B-](F)(F)F.C([PH+](C(C)(C)C)C(C)(C)C)(C)(C)C. The product is [C:6]([C:5]1[CH:8]=[CH:9][C:2]([CH2:13][C:14]([O:16][CH3:17])=[O:15])=[C:3]([CH3:11])[C:4]=1[F:10])#[N:7]. The yield is 0.542. (3) The reactants are C([O:3][C:4](=[O:24])[CH2:5][C:6]([NH:8][C:9]1[CH:14]=[CH:13][C:12]([NH:15][S:16]([CH3:19])(=[O:18])=[O:17])=[CH:11][C:10]=1[S:20](=[O:23])(=[O:22])[NH2:21])=O)C.Cl. The catalyst is [OH-].[Na+]. The product is [CH3:19][S:16]([NH:15][C:12]1[CH:13]=[CH:14][C:9]2[NH:8][C:6]([CH2:5][C:4]([OH:3])=[O:24])=[N:21][S:20](=[O:23])(=[O:22])[C:10]=2[CH:11]=1)(=[O:18])=[O:17]. The yield is 0.826. (4) The reactants are [NH2:1][C:2]1[C:3]2[N:4]([C:8]([C@H:12]3[CH2:32][N:16]4[C:17](=[O:31])[CH2:18][N:19](C(OCC5C=CC=CC=5)=O)[CH2:20][C@@H:15]4[CH2:14][CH2:13]3)=[N:9][C:10]=2[Br:11])[CH:5]=[CH:6][N:7]=1.C(O)(C)C. The catalyst is Br.CC(O)=O. The product is [NH2:1][C:2]1[C:3]2[N:4]([C:8]([C@H:12]3[CH2:32][N:16]4[C:17](=[O:31])[CH2:18][NH:19][CH2:20][C@@H:15]4[CH2:14][CH2:13]3)=[N:9][C:10]=2[Br:11])[CH:5]=[CH:6][N:7]=1. The yield is 0.822. (5) The reactants are [CH2:1]([N:8]([CH2:45][C:46]1[CH:51]=[CH:50][CH:49]=[CH:48][CH:47]=1)[CH:9]1[CH2:13][CH:12]([C:14](=[O:43])[CH2:15][N:16]([C:24]2[N:25]=[C:26]3[CH:32]=[CH:31][N:30]([S:33]([C:36]4[CH:42]=[CH:41][C:39]([CH3:40])=[CH:38][CH:37]=4)(=[O:35])=[O:34])[C:27]3=[N:28][CH:29]=2)C(=O)OC(C)(C)C)[CH:11]([CH3:44])[CH2:10]1)[C:2]1[CH:7]=[CH:6][CH:5]=[CH:4][CH:3]=1. The catalyst is Cl. The product is [CH2:45]([N:8]([CH2:1][C:2]1[CH:3]=[CH:4][CH:5]=[CH:6][CH:7]=1)[CH:9]1[CH2:13][CH:12]([C:14](=[O:43])[CH2:15][NH:16][C:24]2[N:25]=[C:26]3[CH:32]=[CH:31][N:30]([S:33]([C:36]4[CH:37]=[CH:38][C:39]([CH3:40])=[CH:41][CH:42]=4)(=[O:35])=[O:34])[C:27]3=[N:28][CH:29]=2)[CH:11]([CH3:44])[CH2:10]1)[C:46]1[CH:51]=[CH:50][CH:49]=[CH:48][CH:47]=1. The yield is 0.980. (6) The reactants are [C:1]1([C:7]2[NH:8][C:9]3[C:15]([NH2:16])=[CH:14][CH:13]=[CH:12][C:10]=3[N:11]=2)[CH:6]=[CH:5][CH:4]=[CH:3][CH:2]=1.[O:17]1[CH2:21][CH:20](C=O)[CH2:19][CH2:18]1. No catalyst specified. The product is [C:1]1([C:7]2[NH:8][C:9]3[C:15]([NH:16][CH:20]4[CH2:21][O:17][CH2:18][CH2:19]4)=[CH:14][CH:13]=[CH:12][C:10]=3[N:11]=2)[CH:2]=[CH:3][CH:4]=[CH:5][CH:6]=1. The yield is 0.510.